Predict the product of the given reaction. From a dataset of Forward reaction prediction with 1.9M reactions from USPTO patents (1976-2016). (1) Given the reactants C([O:8][C:9]1[CH:10]=[C:11]([CH:23]=[CH:24][CH:25]=1)[O:12][C@@H:13]([CH2:21][CH3:22])[CH2:14][C@H:15]1[CH2:19][O:18][C:17]([NH2:20])=[N:16]1)C1C=CC=CC=1, predict the reaction product. The product is: [NH2:20][C:17]1[O:18][CH2:19][C@H:15]([CH2:14][C@@H:13]([O:12][C:11]2[CH:10]=[C:9]([OH:8])[CH:25]=[CH:24][CH:23]=2)[CH2:21][CH3:22])[N:16]=1. (2) Given the reactants Cl[C:2]1[C:11]2[C:6](=[CH:7][C:8]([C:12]([N:14]3[CH2:19][CH2:18][CH2:17][CH:16]([NH:20]C(OC(C)(C)C)=O)[CH2:15]3)=[O:13])=[CH:9][CH:10]=2)[N:5]=[CH:4][N:3]=1.[NH2:28][CH2:29][C:30]1[CH:31]=[C:32]([CH:36]=[CH:37][CH:38]=1)[C:33]([NH2:35])=[NH:34].C(N(CC)C(C)C)(C)C.ClCCl.FC(F)(F)C(O)=O, predict the reaction product. The product is: [NH2:20][CH:16]1[CH2:17][CH2:18][CH2:19][N:14]([C:12]([C:8]2[CH:7]=[C:6]3[C:11]([C:2]([NH:28][CH2:29][C:30]4[CH:31]=[C:32]([CH:36]=[CH:37][CH:38]=4)[C:33]([NH2:35])=[NH:34])=[N:3][CH:4]=[N:5]3)=[CH:10][CH:9]=2)=[O:13])[CH2:15]1.